Dataset: Full USPTO retrosynthesis dataset with 1.9M reactions from patents (1976-2016). Task: Predict the reactants needed to synthesize the given product. (1) Given the product [NH2:5][C:6]1[CH:14]=[C:13]([CH3:15])[CH:12]=[C:11]2[C:7]=1[CH:8]=[N:9][N:10]2[C:16]1[CH:17]=[C:18]([CH:22]=[CH:23][CH:24]=1)[C:19]([O:21][CH3:1])=[O:20], predict the reactants needed to synthesize it. The reactants are: [C:1](Cl)(=O)C.[NH2:5][C:6]1[CH:14]=[C:13]([CH3:15])[CH:12]=[C:11]2[C:7]=1[CH:8]=[N:9][N:10]2[C:16]1[CH:17]=[C:18]([CH:22]=[CH:23][CH:24]=1)[C:19]([OH:21])=[O:20]. (2) Given the product [F:1][CH:2]([F:11])[C:3](=[O:10])[C:4](=[N:12][OH:13])[C:5]([O:7][CH2:8][CH3:9])=[O:6], predict the reactants needed to synthesize it. The reactants are: [F:1][CH:2]([F:11])[C:3](=[O:10])[CH2:4][C:5]([O:7][CH2:8][CH3:9])=[O:6].[N:12]([O-])=[O:13].[Na+]. (3) Given the product [CH:1]1([O:6][C:7]2[CH:8]=[C:9]([N:15]([CH2:24][C:25]3[CH:26]=[N:27][CH:28]=[CH:29][CH:30]=3)[C:16]3[CH:17]=[CH:18][C:19]([CH:20]4[NH:36][C:40](=[O:41])[NH:35][C:31]4=[O:34])=[CH:22][CH:23]=3)[CH:10]=[CH:11][C:12]=2[O:13][CH3:14])[CH2:2][CH2:3][CH2:4][CH2:5]1, predict the reactants needed to synthesize it. The reactants are: [CH:1]1([O:6][C:7]2[CH:8]=[C:9]([N:15]([CH2:24][C:25]3[CH:26]=[N:27][CH:28]=[CH:29][CH:30]=3)[C:16]3[CH:23]=[CH:22][C:19]([CH:20]=O)=[CH:18][CH:17]=3)[CH:10]=[CH:11][C:12]=2[O:13][CH3:14])[CH2:5][CH2:4][CH2:3][CH2:2]1.[C:31](=[O:34])([O-])[O-].[NH4+:35].[NH4+:36].[C-]#N.[K+].[CH3:40][OH:41].